This data is from Reaction yield outcomes from USPTO patents with 853,638 reactions. The task is: Predict the reaction yield, written as a fraction of the theoretical maximum amount of product (1.0 means a 100% yield; for example, 0.34 means a 34% yield). (1) The catalyst is C(Cl)Cl. The reactants are [CH3:1][C:2]1[CH:3]=[CH:4][CH:5]=[C:6]2[C:11]=1[NH:10][CH2:9][CH2:8][CH2:7]2.[Cl:12][CH2:13][C:14](Cl)=[O:15].C(N(CC)CC)C. The product is [Cl:12][CH2:13][C:14]([N:10]1[C:11]2[C:6](=[CH:5][CH:4]=[CH:3][C:2]=2[CH3:1])[CH2:7][CH2:8][CH2:9]1)=[O:15]. The yield is 0.970. (2) The reactants are [C:1]([NH:4][S:5]([C:8]1[CH:13]=[CH:12][CH:11]=[CH:10][C:9]=1[C:14]1[N:19]=[CH:18][C:17]([CH2:20][N:21]2[C:25]([CH2:26][CH2:27][CH3:28])=[CH:24][C:23](C(O)=O)=[N:22]2)=[CH:16][CH:15]=1)(=[O:7])=[O:6])(=[O:3])[CH3:2].CN([CH:35]=[O:36])C.CN(C(ON1N=NC2C=CC=NC1=2)=[N+](C)C)C.F[P-](F)(F)(F)(F)F.[NH2:61][C@H:62]([CH2:68][C:69]1[CH:74]=[CH:73][CH:72]=[CH:71][CH:70]=1)[C@@H:63]([OH:67])[C:64]([OH:66])=[O:65].Cl.CCN(C(C)C)C(C)C. No catalyst specified. The product is [C:1]([NH:4][S:5]([C:8]1[CH:13]=[CH:12][CH:11]=[CH:10][C:9]=1[C:14]1[N:19]=[CH:18][C:17]([CH2:20][N:21]2[C:25]([CH2:26][CH2:27][CH3:28])=[CH:24][C:23]([C:35]([NH:61][C@H:62]([CH2:68][C:69]3[CH:74]=[CH:73][CH:72]=[CH:71][CH:70]=3)[C@@H:63]([OH:67])[C:64]([OH:66])=[O:65])=[O:36])=[N:22]2)=[CH:16][CH:15]=1)(=[O:7])=[O:6])(=[O:3])[CH3:2]. The yield is 0.910. (3) The product is [F:1][C:2]1[CH:10]=[C:9]2[C:5]([C:6]([C:11]([OH:12])=[O:28])=[CH:7][NH:8]2)=[CH:4][C:3]=1[C:13]1[CH:14]=[CH:15][C:16]([C:20]2([OH:25])[CH2:21][CH2:23][CH2:22]2)=[CH:17][CH:18]=1. The catalyst is CC#N.C(O)(C)(C)C.O. The yield is 0.160. The reactants are [F:1][C:2]1[CH:10]=[C:9]2[C:5]([C:6]([CH:11]=[O:12])=[CH:7][NH:8]2)=[CH:4][C:3]=1[C:13]1[CH:18]=[CH:17][CH:16]=[CH:15][CH:14]=1.C[C:20](=[CH:22][CH3:23])[CH3:21].Cl([O-])=[O:25].[Na+].[OH2:28].OP([O-])(O)=O.[Na+]. (4) The reactants are [C:1]([O:5][C:6]([N:8]1[CH2:13][CH2:12][N:11]([C:14]([C:16]2[C:17]3[C:31](/[CH:32]=[CH:33]/[C:34]4[CH:39]=[CH:38][CH:37]=[CH:36][CH:35]=4)=[N:30][N:29]([CH:40]4[CH2:45][CH2:44][CH2:43][CH2:42][O:41]4)[C:18]=3[N:19]=[C:20]([C:22]3[CH:27]=[CH:26][C:25]([OH:28])=[CH:24][CH:23]=3)[CH:21]=2)=[O:15])[CH2:10][CH2:9]1)=[O:7])([CH3:4])([CH3:3])[CH3:2]. The catalyst is CO.[Pd]. The product is [C:1]([O:5][C:6]([N:8]1[CH2:9][CH2:10][N:11]([C:14]([C:16]2[C:17]3[C:31]([CH2:32][CH2:33][C:34]4[CH:39]=[CH:38][CH:37]=[CH:36][CH:35]=4)=[N:30][N:29]([CH:40]4[CH2:45][CH2:44][CH2:43][CH2:42][O:41]4)[C:18]=3[N:19]=[C:20]([C:22]3[CH:23]=[CH:24][C:25]([OH:28])=[CH:26][CH:27]=3)[CH:21]=2)=[O:15])[CH2:12][CH2:13]1)=[O:7])([CH3:4])([CH3:2])[CH3:3]. The yield is 0.960.